The task is: Predict which catalyst facilitates the given reaction.. This data is from Catalyst prediction with 721,799 reactions and 888 catalyst types from USPTO. Reactant: C(O[C:6](=O)[N:7]([C@@H:9]([CH3:49])[C:10]([NH:12][C@@H:13]([CH:41]1[CH2:46][CH2:45][C:44]([F:48])([F:47])[CH2:43][CH2:42]1)[C:14]([N:16]1[C@H:21]([C:22](=[O:34])[NH:23][C@H:24]2[C:33]3[C:28](=[CH:29][CH:30]=[CH:31][CH:32]=3)[O:27][CH2:26][CH2:25]2)[CH2:20][N:19]2[CH2:35][C@@H:36]([O:38][CH2:39][CH3:40])[CH2:37][C@@H:18]2[CH2:17]1)=[O:15])=[O:11])C)(C)(C)C.Cl.COC1CCCC1.O. Product: [F:48][C:44]1([F:47])[CH2:45][CH2:46][CH:41]([C@H:13]([NH:12][C:10](=[O:11])[C@H:9]([CH3:49])[NH:7][CH3:6])[C:14]([N:16]2[C@H:21]([C:22]([NH:23][C@H:24]3[C:33]4[C:28](=[CH:29][CH:30]=[CH:31][CH:32]=4)[O:27][CH2:26][CH2:25]3)=[O:34])[CH2:20][N:19]3[CH2:35][C@@H:36]([O:38][CH2:39][CH3:40])[CH2:37][C@@H:18]3[CH2:17]2)=[O:15])[CH2:42][CH2:43]1. The catalyst class is: 5.